This data is from Forward reaction prediction with 1.9M reactions from USPTO patents (1976-2016). The task is: Predict the product of the given reaction. The product is: [C:1]([O:5][C:6](=[O:33])[N:7]([CH:9]([CH3:32])[C:10]([NH:12][C:13]1[CH:18]=[CH:17][C:16]([C:39]2[C:35]([CH3:34])=[N:36][O:37][C:38]=2[CH3:43])=[C:15]([C:20]#[C:21][C:22]2[CH:23]=[C:24]3[C:29](=[CH:30][CH:31]=2)[CH:28]=[N:27][CH:26]=[CH:25]3)[N:14]=1)=[O:11])[CH3:8])([CH3:4])([CH3:3])[CH3:2]. Given the reactants [C:1]([O:5][C:6](=[O:33])[N:7]([CH:9]([CH3:32])[C:10]([NH:12][C:13]1[CH:18]=[CH:17][C:16](Br)=[C:15]([C:20]#[C:21][C:22]2[CH:23]=[C:24]3[C:29](=[CH:30][CH:31]=2)[CH:28]=[N:27][CH:26]=[CH:25]3)[N:14]=1)=[O:11])[CH3:8])([CH3:4])([CH3:3])[CH3:2].[CH3:34][C:35]1[C:39](B(O)O)=[C:38]([CH3:43])[O:37][N:36]=1.[F-].[Cs+].F[B-](F)(F)F.C([PH+](C(C)(C)C)C(C)(C)C)(C)(C)C, predict the reaction product.